Dataset: Catalyst prediction with 721,799 reactions and 888 catalyst types from USPTO. Task: Predict which catalyst facilitates the given reaction. (1) Reactant: [Br:1][CH2:2][C:3](Br)=[O:4].[NH2:6][C:7]1[N:8]=[N:9][C:10]([CH3:13])=[CH:11][CH:12]=1.C(N(CC)CC)C. Product: [Br:1][CH2:2][C:3]([NH:6][C:7]1[N:8]=[N:9][C:10]([CH3:13])=[CH:11][CH:12]=1)=[O:4]. The catalyst class is: 22. (2) Reactant: [C:1]([NH:4][C@H:5]([C@H:11]1[C@H:15]([NH:16][C:17]([NH:26][C:27]([O:29][C:30]([CH3:33])([CH3:32])[CH3:31])=[O:28])=[N:18][C:19]([O:21][C:22]([CH3:25])([CH3:24])[CH3:23])=[O:20])[CH2:14][C@H:13]([C:34]([O:36]C)=[O:35])[C@H:12]1[OH:38])[CH:6]([CH2:9][CH3:10])[CH2:7][CH3:8])(=[O:3])[CH3:2].[OH-].[Na+]. Product: [C:1]([NH:4][C@H:5]([C@H:11]1[C@H:15]([NH:16][C:17]([NH:26][C:27]([O:29][C:30]([CH3:33])([CH3:32])[CH3:31])=[O:28])=[N:18][C:19]([O:21][C:22]([CH3:24])([CH3:23])[CH3:25])=[O:20])[CH2:14][C@H:13]([C:34]([OH:36])=[O:35])[C@H:12]1[OH:38])[CH:6]([CH2:7][CH3:8])[CH2:9][CH3:10])(=[O:3])[CH3:2]. The catalyst class is: 301. (3) Reactant: [CH3:1][O:2][C:3]1[CH:4]=[C:5]([C@H:11]2[CH2:16][CH2:15][CH2:14][CH2:13][C@H:12]2[NH2:17])[CH:6]=[CH:7][C:8]=1[O:9][CH3:10].CO[C:20]1[CH:25]=[C:24](O)[C:23]([C:27]([C:29]2[CH:34]=[CH:33][CH:32]=[CH:31][CH:30]=2)=[O:28])=[CH:22][C:21]=1S(O)(=O)=O.[C:39](Cl)(Cl)=[O:40]. Product: [CH3:1][O:2][C:3]1[CH:4]=[C:5]([C@H:11]2[CH2:16][CH2:15][CH2:14][CH2:13][C@H:12]2[NH:17][C:39](=[O:40])[C:20]2[CH:21]=[CH:22][C:23]([C:27](=[O:28])[C:29]3[CH:30]=[CH:31][CH:32]=[CH:33][CH:34]=3)=[CH:24][CH:25]=2)[CH:6]=[CH:7][C:8]=1[O:9][CH3:10]. The catalyst class is: 347. (4) Reactant: [CH2:1]([O:8][CH2:9][CH2:10][N:11]1[CH2:16][CH2:15][N:14]([C:17]2[CH:25]=[CH:24][C:20]([C:21]([OH:23])=[O:22])=[CH:19][C:18]=2/[CH:26]=[CH:27]\[CH3:28])[CH2:13][CH2:12]1)[C:2]1[CH:7]=[CH:6][CH:5]=[CH:4][CH:3]=1.[F:29][C:30]1[C:35](O)=[C:34]([F:37])[C:33]([F:38])=[C:32]([F:39])[C:31]=1[F:40].C1(N=C=NC2CCCCC2)CCCCC1.O. Product: [CH2:1]([O:8][CH2:9][CH2:10][N:11]1[CH2:12][CH2:13][N:14]([C:17]2[CH:25]=[CH:24][C:20]([C:21]([O:23][C:35]3[C:34]([F:37])=[C:33]([F:38])[C:32]([F:39])=[C:31]([F:40])[C:30]=3[F:29])=[O:22])=[CH:19][C:18]=2/[CH:26]=[CH:27]\[CH3:28])[CH2:15][CH2:16]1)[C:2]1[CH:3]=[CH:4][CH:5]=[CH:6][CH:7]=1. The catalyst class is: 13. (5) Reactant: [CH3:1][O:2][P:3]([CH2:7][CH:8]=[CH:9][CH2:10][CH:11]([CH2:15][C:16]([CH3:33])=[CH:17][CH2:18][C:19]1[C:20]([OH:32])=[C:21]2[C:25](=[C:26]([CH3:30])[C:27]=1[O:28][CH3:29])[CH2:24][O:23][C:22]2=[O:31])[C:12]([OH:14])=[O:13])([O:5][CH3:6])=[O:4].[CH3:34][Si:35]([CH:38](O)[CH3:39])([CH3:37])[CH3:36].C1(P([C:54]2[CH:59]=CC=CC=2)C2C=CC=CC=2)C=CC=CC=1.N(C(OCC)=O)=NC(OCC)=O. Product: [CH3:34][Si:35]([CH3:37])([CH3:36])[CH2:38][CH2:39][O:13][C:12](=[O:14])[CH:11]([CH2:10][CH:9]=[CH:8][CH2:7][P:3]([O:5][CH3:6])([O:2][CH3:1])=[O:4])[CH2:15][C:16]([CH3:33])=[CH:17][CH2:18][C:19]1[C:20]([O:32][CH2:54][CH2:59][Si:35]([CH3:37])([CH3:36])[CH3:34])=[C:21]2[C:25](=[C:26]([CH3:30])[C:27]=1[O:28][CH3:29])[CH2:24][O:23][C:22]2=[O:31]. The catalyst class is: 1. (6) Reactant: Cl.C(OC(=O)[NH:11][C:12]1([CH3:18])[CH2:17][CH2:16][NH:15][CH2:14][CH2:13]1)C1C=CC=CC=1.Br[C:21]1[CH:26]=[CH:25][C:24]([S:27]([CH3:30])(=[O:29])=[O:28])=[CH:23][N:22]=1.C(N(C(C)C)CC)(C)C. Product: [CH3:30][S:27]([C:24]1[CH:25]=[CH:26][C:21]([N:15]2[CH2:14][CH2:13][C:12]([NH2:11])([CH3:18])[CH2:17][CH2:16]2)=[N:22][CH:23]=1)(=[O:29])=[O:28]. The catalyst class is: 12. (7) Reactant: [C:1]([NH:8][CH2:9][CH2:10][C:11]1[CH:17]=[CH:16][C:14]([NH2:15])=[CH:13][CH:12]=1)([O:3][C:4]([CH3:7])([CH3:6])[CH3:5])=[O:2].[CH:18](=O)[C:19]1[CH:24]=[CH:23][CH:22]=[CH:21][CH:20]=1.CC(O)=O.[BH3-]C#N.[Na+]. Product: [CH2:18]([NH:15][C:14]1[CH:16]=[CH:17][C:11]([CH2:10][CH2:9][NH:8][C:1]([O:3][C:4]([CH3:6])([CH3:7])[CH3:5])=[O:2])=[CH:12][CH:13]=1)[C:19]1[CH:24]=[CH:23][CH:22]=[CH:21][CH:20]=1. The catalyst class is: 224. (8) Reactant: [CH3:1][O:2][C:3]([CH:5]1[C:13]2[C:8](=[CH:9][CH:10]=[CH:11][CH:12]=2)[CH2:7][C:6]1=[O:14])=[O:4].[OH-].[Na+].[Br:17][CH2:18][CH2:19][CH2:20]Br. Product: [CH3:1][O:2][C:3]([C:5]1([CH2:20][CH2:19][CH2:18][Br:17])[C:13]2[C:8](=[CH:9][CH:10]=[CH:11][CH:12]=2)[CH2:7][C:6]1=[O:14])=[O:4]. The catalyst class is: 8. (9) Product: [CH2:1]([O:3][C:4](=[O:17])[CH2:5][C:6]1[C:15]2[C:10](=[CH:11][CH:12]=[C:13]([O:16][CH2:19][CH2:20][CH2:21][CH2:22][CH3:23])[CH:14]=2)[CH:9]=[CH:8][CH:7]=1)[CH3:2]. The catalyst class is: 9. Reactant: [CH2:1]([O:3][C:4](=[O:17])[CH2:5][C:6]1[C:15]2[C:10](=[CH:11][CH:12]=[C:13]([OH:16])[CH:14]=2)[CH:9]=[CH:8][CH:7]=1)[CH3:2].I[CH2:19][CH2:20][CH2:21][CH2:22][CH3:23].C(=O)([O-])[O-].[Cs+].[Cs+].O.